This data is from Full USPTO retrosynthesis dataset with 1.9M reactions from patents (1976-2016). The task is: Predict the reactants needed to synthesize the given product. (1) Given the product [C:11]1([N:8]2[C:7]3[C:2]([C:24]4[CH:25]=[CH:26][N:21]=[CH:22][CH:23]=4)=[CH:3][C:4]([C:17]([F:20])([F:19])[F:18])=[CH:5][C:6]=3[N:10]=[CH:9]2)[CH:16]=[CH:15][CH:14]=[CH:13][CH:12]=1, predict the reactants needed to synthesize it. The reactants are: I[C:2]1[C:7]2[N:8]([C:11]3[CH:16]=[CH:15][CH:14]=[CH:13][CH:12]=3)[CH:9]=[N:10][C:6]=2[CH:5]=[C:4]([C:17]([F:20])([F:19])[F:18])[CH:3]=1.[N:21]1[CH:26]=[CH:25][C:24](B(O)O)=[CH:23][CH:22]=1.C(O)CCO.C(=O)([O-])[O-].[K+].[K+]. (2) The reactants are: [CH:1]1([CH2:7][C@H:8]([N:12]2[CH2:16][C:15]([O:17][CH3:18])=[CH:14][C:13]2=[O:19])[C:9]([OH:11])=O)[CH2:6][CH2:5][CH2:4][CH2:3][CH2:2]1.[NH2:20][C:21]1[CH:25]=[CH:24][N:23]([CH2:26][C:27]([CH3:30])([OH:29])[CH3:28])[N:22]=1.F[P-](F)(F)(F)(F)F.N1(O[P+](N(C)C)(N(C)C)N(C)C)C2C=CC=CC=2N=N1.C(N(CC)CC)C. Given the product [CH:1]1([CH2:7][C@H:8]([N:12]2[CH2:16][C:15]([O:17][CH3:18])=[CH:14][C:13]2=[O:19])[C:9]([NH:20][C:21]2[CH:25]=[CH:24][N:23]([CH2:26][C:27]([OH:29])([CH3:28])[CH3:30])[N:22]=2)=[O:11])[CH2:2][CH2:3][CH2:4][CH2:5][CH2:6]1, predict the reactants needed to synthesize it.